Dataset: Catalyst prediction with 721,799 reactions and 888 catalyst types from USPTO. Task: Predict which catalyst facilitates the given reaction. (1) Reactant: N1C=CC=CC=1.[C:7]([NH:14][CH2:15][CH2:16]O)([O:9][C:10]([CH3:13])([CH3:12])[CH3:11])=[O:8].[S:18](Cl)([C:21]1[CH:27]=[CH:26][C:24]([CH3:25])=[CH:23][CH:22]=1)(=[O:20])=[O:19]. Product: [C:7]([NH:14][CH2:15][CH2:16][S:18]([C:21]1[CH:27]=[CH:26][C:24]([CH3:25])=[CH:23][CH:22]=1)(=[O:20])=[O:19])([O:9][C:10]([CH3:13])([CH3:12])[CH3:11])=[O:8]. The catalyst class is: 28. (2) Reactant: [CH3:1][O:2][C:3]1[CH:8]=[CH:7][CH:6]=[CH:5][C:4]=1[C:9]1[N:10](C2C=CC(C)=CC=2)[CH:11]=[C:12]([CH2:14][OH:15])[N:13]=1.[H-].[Na+].Cl[CH2:26][C:27]1[N:31]([CH3:32])[C:30]2[CH:33]=[CH:34][CH:35]=[CH:36][C:29]=2[N:28]=1.C(O[CH2:41][CH3:42])(=O)C. Product: [CH3:1][O:2][C:3]1[CH:8]=[CH:7][CH:6]=[CH:5][C:4]=1[C:9]1[NH:10][CH:11]=[C:12]([CH2:14][O:15][CH:26]([C:27]2[N:31]([CH3:32])[C:30]3[CH:33]=[CH:34][CH:35]=[CH:36][C:29]=3[N:28]=2)[C:3]2[CH:8]=[CH:7][C:41]([CH3:42])=[CH:5][CH:4]=2)[N:13]=1. The catalyst class is: 1. (3) Reactant: [NH2:1][C:2]1[C:3]2[N:4]([C:8]([C@@H:25]3[CH2:28][C@H:27]([O:29][CH2:30][C:31](OC(C)(C)C)=[O:32])[CH2:26]3)=[N:9][C:10]=2[C:11]2[CH:16]=[CH:15][CH:14]=[C:13]([O:17][CH2:18][C:19]3[CH:24]=[CH:23][CH:22]=[CH:21][CH:20]=3)[CH:12]=2)[CH:5]=[CH:6][N:7]=1.[H-].[H-].[H-].[H-].[Li+].[Al+3].CCOC(C)=O. Product: [NH2:1][C:2]1[C:3]2[N:4]([C:8]([C@@H:25]3[CH2:26][C@H:27]([O:29][CH2:30][CH2:31][OH:32])[CH2:28]3)=[N:9][C:10]=2[C:11]2[CH:16]=[CH:15][CH:14]=[C:13]([O:17][CH2:18][C:19]3[CH:24]=[CH:23][CH:22]=[CH:21][CH:20]=3)[CH:12]=2)[CH:5]=[CH:6][N:7]=1. The catalyst class is: 1. (4) Product: [OH:10][C:11]1[C:12]([CH3:17])=[N:13][CH:14]=[CH:15][C:16]=1[CH:18]=[O:19]. Reactant: CCN(C(C)C)C(C)C.[OH:10][C:11]1[C:12]([CH3:17])=[N:13][CH:14]=[CH:15][CH:16]=1.[CH3:18][O:19]CCl.CN(CCN(C)C)C.[Li]CCCC.Cl. The catalyst class is: 3. (5) Reactant: [N:1]1([S:7]([C:10]2[CH:11]=[C:12]([CH:16]=[CH:17][CH:18]=2)[C:13](O)=[O:14])(=[O:9])=[O:8])[CH2:6][CH2:5][CH2:4][CH2:3][CH2:2]1.[BH4-].[Na+]. Product: [N:1]1([S:7]([C:10]2[CH:11]=[C:12]([CH2:13][OH:14])[CH:16]=[CH:17][CH:18]=2)(=[O:9])=[O:8])[CH2:2][CH2:3][CH2:4][CH2:5][CH2:6]1. The catalyst class is: 20.